This data is from Reaction yield outcomes from USPTO patents with 853,638 reactions. The task is: Predict the reaction yield, written as a fraction of the theoretical maximum amount of product (1.0 means a 100% yield; for example, 0.34 means a 34% yield). (1) The catalyst is CN(C1C=CN=CC=1)C.CC(C)=O. The reactants are [CH3:1][O:2][C:3]1[CH:4]=[C:5]2[C:10](=[CH:11][CH:12]=1)[CH:9]=[C:8]([C@H:13]([CH3:17])[C:14]([OH:16])=[O:15])[CH:7]=[CH:6]2.[OH:18][CH2:19][C:20]([N+:25]([O-:27])=[O:26])([CH2:23]O)[CH2:21][OH:22].Cl.CN(C)CCCN=C=NCC.N(C(C)C)(C(C)C)CC. The product is [CH3:1][O:2][C:3]1[CH:4]=[C:5]2[C:10](=[CH:11][CH:12]=1)[CH:9]=[C:8]([C@H:13]([CH3:17])[C:14]([O:16][CH2:23][C:20]([CH2:21][OH:22])([N+:25]([O-:27])=[O:26])[CH2:19][OH:18])=[O:15])[CH:7]=[CH:6]2. The yield is 0.390. (2) The reactants are [Cl:1][C:2]1[C:3]([C:8]([CH3:17])([CH3:16])[C:9]([O:11]C(C)(C)C)=[O:10])=[N:4][CH:5]=[CH:6][N:7]=1. The catalyst is ClCCl.FC(F)(F)C(O)=O. The product is [Cl:1][C:2]1[C:3]([C:8]([CH3:17])([CH3:16])[C:9]([OH:11])=[O:10])=[N:4][CH:5]=[CH:6][N:7]=1. The yield is 0.592.